Dataset: Retrosynthesis with 50K atom-mapped reactions and 10 reaction types from USPTO. Task: Predict the reactants needed to synthesize the given product. Given the product CCn1nc(-c2ccc(C(=O)c3nc4ccccc4n3COCC[Si](C)(C)C)cc2)c2ncccc21, predict the reactants needed to synthesize it. The reactants are: CC1(C)OB(c2ccc(C(=O)c3nc4ccccc4n3COCC[Si](C)(C)C)cc2)OC1(C)C.CCn1nc(Br)c2ncccc21.